This data is from Catalyst prediction with 721,799 reactions and 888 catalyst types from USPTO. The task is: Predict which catalyst facilitates the given reaction. (1) Reactant: [CH3:1][C:2]1[CH:3]=[CH:4][C:5]([S:9][C:10]2[CH:11]=[CH:12][CH:13]=[CH:14][C:15]=2[N:16]2[CH2:21][CH2:20][NH:19][CH2:18][CH2:17]2)=[C:6]([CH3:8])[CH:7]=1.[CH:22]1[C:31]2[C:26](=[CH:27][CH:28]=[CH:29][CH:30]=2)[CH:25]=[CH:24][C:23]=1[S:32]([OH:35])(=[O:34])=[O:33]. Product: [CH3:1][C:2]1[CH:3]=[CH:4][C:5]([S:9][C:10]2[CH:11]=[CH:12][CH:13]=[CH:14][C:15]=2[N:16]2[CH2:17][CH2:18][NH:19][CH2:20][CH2:21]2)=[C:6]([CH3:8])[CH:7]=1.[CH:22]1[C:31]2[C:26](=[CH:27][CH:28]=[CH:29][CH:30]=2)[CH:25]=[CH:24][C:23]=1[S:32]([O-:35])(=[O:34])=[O:33]. The catalyst class is: 21. (2) Reactant: [CH3:1][C:2]1([CH3:9])[CH2:7][CH2:6][C:5](=[O:8])[CH:4]=[CH:3]1. Product: [CH3:1][C:2]1([CH3:9])[CH2:7][CH2:6][C:5](=[O:8])[CH2:4][CH2:3]1. The catalyst class is: 350. (3) Reactant: Cl.[N:2]1([C:8]2[CH:9]=[C:10]([C@@H:14]([NH2:16])[CH3:15])[CH:11]=[CH:12][CH:13]=2)[CH2:7][CH2:6][O:5][CH2:4][CH2:3]1.[F:17][C:18]1[CH:28]=[CH:27][CH:26]=[CH:25][C:19]=1[CH:20]=[CH:21][C:22](O)=[O:23].C(Cl)CCl.C(N(CC)CC)C. Product: [F:17][C:18]1[CH:28]=[CH:27][CH:26]=[CH:25][C:19]=1[CH:20]=[CH:21][C:22]([NH:16][C@H:14]([C:10]1[CH:11]=[CH:12][CH:13]=[C:8]([N:2]2[CH2:7][CH2:6][O:5][CH2:4][CH2:3]2)[CH:9]=1)[CH3:15])=[O:23]. The catalyst class is: 166. (4) The catalyst class is: 5. Product: [F:1][C:2]1[CH:7]=[C:6]([CH2:8][OH:9])[CH:5]=[CH:4][N:3]=1. Reactant: [F:1][C:2]1[CH:7]=[C:6]([CH2:8][O:9]C(=O)C2C=CC=CC=2)[CH:5]=[CH:4][N:3]=1.C[O-].[Na+].[Cl-].[NH4+]. (5) Reactant: O.[PH2]([O-])=O.[Na+].C=C.Cl.N(C(C(=N)N)(C)C)=NC(C(=N)N)(C)C.O.O.O.O.O.O.[Cl-].[Al+3:30].[Cl-].[Cl-].[Al+3].[CH2:34]([P:36](CC)(=[O:38])[O-:37])[CH3:35].[CH2:41]([P:43](CC)(=[O:45])[O-:44])[CH3:42].[CH2:48]([P:50](CC)(=[O:52])[O-:51])[CH3:49]. Product: [Al+3:30].[CH2:34]([P:36]([O-:38])[O-:37])[CH3:35].[CH2:41]([P:43]([O-:45])[O-:44])[CH3:42].[CH2:48]([P:50]([O-:52])[O-:51])[CH3:49].[Al+3:30]. The catalyst class is: 6. (6) Reactant: CCN(C(C)C)C(C)C.CN(C(ON1N=NC2C=CC=CC1=2)=[N+](C)C)C.[B-](F)(F)(F)F.F[B-](F)(F)F.[NH2:37][C:38]1[C:46]([C:47]([OH:49])=O)=[C:41]2[CH:42]=[CH:43][CH:44]=[CH:45][N:40]2[N:39]=1.[CH2:50]([O:52][C:53]1[CH:58]=[CH:57][N:56]=[CH:55][C:54]=1[NH2:59])[CH3:51]. Product: [NH2:37][C:38]1[C:46]([C:47]([NH:59][C:54]2[CH:55]=[N:56][CH:57]=[CH:58][C:53]=2[O:52][CH2:50][CH3:51])=[O:49])=[C:41]2[CH:42]=[CH:43][CH:44]=[CH:45][N:40]2[N:39]=1. The catalyst class is: 37. (7) Reactant: Br[C:2]1[N:3]=[C:4]([O:28][CH3:29])[C:5]([N:8](COCC[Si](C)(C)C)[S:9]([C:12]2[CH:17]=[CH:16][CH:15]=[C:14]([Cl:18])[C:13]=2[Cl:19])(=[O:11])=[O:10])=[N:6][CH:7]=1.[CH2:30]([OH:33])[C:31]#[CH:32].[CH2:34](N([CH2:39][CH3:40])CC)C. Product: [C:30]([O:33][CH2:39][CH3:40])(=[O:10])[CH3:31].[CH3:12][CH2:17][CH2:16][CH:15]([CH3:14])[CH3:34].[Cl:19][C:13]1[C:14]([Cl:18])=[CH:15][CH:16]=[CH:17][C:12]=1[S:9]([NH:8][C:5]1[C:4]([O:28][CH3:29])=[N:3][C:2]([C:32]#[C:31][CH2:30][OH:33])=[CH:7][N:6]=1)(=[O:10])=[O:11]. The catalyst class is: 724. (8) Reactant: CCCC[N+](CCCC)(CCCC)CCCC.[F-].[C:19]([O:23][C:24](=[O:46])[N:25]([CH2:29][C:30]1[CH:35]=[CH:34][C:33]([Cl:36])=[C:32]([C:37](C)(C)[O:38][SiH2]C(C)(C)C)[CH:31]=1)[CH2:26][CH2:27][F:28])([CH3:22])([CH3:21])[CH3:20].CCOC(C)=O. Product: [C:19]([O:23][C:24](=[O:46])[N:25]([CH2:29][C:30]1[CH:35]=[CH:34][C:33]([Cl:36])=[C:32]([CH2:37][OH:38])[CH:31]=1)[CH2:26][CH2:27][F:28])([CH3:22])([CH3:20])[CH3:21]. The catalyst class is: 1. (9) Reactant: C(N(C(C)C)C(C)C)C.Cl[C:11]1[N:16]=[CH:15][C:14]([CH2:17][CH3:18])=[CH:13][N:12]=1.[CH3:19][S:20]([C:23]1[CH:28]=[CH:27][C:26]([C:29]2[CH:30]=[CH:31][C:32]3[O:36][CH:35]([CH:37]4[CH2:42][CH2:41][NH:40][CH2:39][CH2:38]4)[CH2:34][C:33]=3[CH:43]=2)=[CH:25][CH:24]=1)(=[O:22])=[O:21].ClCCl. Product: [CH2:17]([C:14]1[CH:13]=[N:12][C:11]([N:40]2[CH2:41][CH2:42][CH:37]([CH:35]3[CH2:34][C:33]4[CH:43]=[C:29]([C:26]5[CH:27]=[CH:28][C:23]([S:20]([CH3:19])(=[O:22])=[O:21])=[CH:24][CH:25]=5)[CH:30]=[CH:31][C:32]=4[O:36]3)[CH2:38][CH2:39]2)=[N:16][CH:15]=1)[CH3:18]. The catalyst class is: 35.